From a dataset of NCI-60 drug combinations with 297,098 pairs across 59 cell lines. Regression. Given two drug SMILES strings and cell line genomic features, predict the synergy score measuring deviation from expected non-interaction effect. (1) Drug 1: C1=NC2=C(N1)C(=S)N=C(N2)N. Drug 2: C1CC(=O)NC(=O)C1N2C(=O)C3=CC=CC=C3C2=O. Cell line: SF-539. Synergy scores: CSS=18.2, Synergy_ZIP=-3.89, Synergy_Bliss=-3.61, Synergy_Loewe=-19.8, Synergy_HSA=-7.05. (2) Drug 1: CC(CN1CC(=O)NC(=O)C1)N2CC(=O)NC(=O)C2. Drug 2: C(CCl)NC(=O)N(CCCl)N=O. Cell line: UACC-257. Synergy scores: CSS=9.21, Synergy_ZIP=-1.37, Synergy_Bliss=6.39, Synergy_Loewe=3.19, Synergy_HSA=4.06. (3) Synergy scores: CSS=12.1, Synergy_ZIP=-6.12, Synergy_Bliss=1.20, Synergy_Loewe=-19.3, Synergy_HSA=-0.369. Drug 1: C1=NC(=NC(=O)N1C2C(C(C(O2)CO)O)O)N. Cell line: DU-145. Drug 2: C1CN(P(=O)(OC1)NCCCl)CCCl. (4) Drug 1: CCC1(C2=C(COC1=O)C(=O)N3CC4=CC5=C(C=CC(=C5CN(C)C)O)N=C4C3=C2)O.Cl. Drug 2: B(C(CC(C)C)NC(=O)C(CC1=CC=CC=C1)NC(=O)C2=NC=CN=C2)(O)O. Cell line: NCIH23. Synergy scores: CSS=52.9, Synergy_ZIP=-0.0826, Synergy_Bliss=-1.15, Synergy_Loewe=-3.62, Synergy_HSA=-0.347.